This data is from Full USPTO retrosynthesis dataset with 1.9M reactions from patents (1976-2016). The task is: Predict the reactants needed to synthesize the given product. Given the product [OH:4][C@H:3]([C:5]1[CH:6]=[CH:7][C:8]([OH:16])=[C:9]([NH:11][S:12]([CH3:15])(=[O:14])=[O:13])[CH:10]=1)[CH2:2][NH:1][CH2:33][CH:30]1[CH2:29][CH2:28][N:27]([C:22]2[CH:21]=[CH:26][C:25]([C:35]([O:38][CH3:39])=[O:37])=[CH:24][N:23]=2)[CH2:32][CH2:31]1, predict the reactants needed to synthesize it. The reactants are: [NH2:1][CH2:2][C@@H:3]([C:5]1[CH:6]=[CH:7][C:8]([OH:16])=[C:9]([NH:11][S:12]([CH3:15])(=[O:14])=[O:13])[CH:10]=1)[OH:4].COC([C:21]1[C:22]([N:27]2[CH2:32][CH2:31][CH:30]([CH:33]=O)[CH2:29][CH2:28]2)=[N:23][CH:24]=[CH:25][CH:26]=1)=O.[C:35]([OH:38])(=[O:37])C.[C:39]([BH3-])#N.[Na+].